From a dataset of Reaction yield outcomes from USPTO patents with 853,638 reactions. Predict the reaction yield, written as a fraction of the theoretical maximum amount of product (1.0 means a 100% yield; for example, 0.34 means a 34% yield). The reactants are Cl[C:2]1[CH:3]=[CH:4][C:5]2[C:34]3[C:10](=[C:11]4[C:31](=[CH:32][CH:33]=3)[C:15]3[N:16]=[C:17]([C@@H:19]5[CH2:23][CH2:22][CH2:21][N:20]5[C:24]([O:26][C:27]([CH3:30])([CH3:29])[CH3:28])=[O:25])[NH:18][C:14]=3[CH:13]=[CH:12]4)[O:9][CH2:8][C:6]=2[CH:7]=1.[B:35]1([B:35]2[O:39][C:38]([CH3:41])([CH3:40])[C:37]([CH3:43])([CH3:42])[O:36]2)[O:39][C:38]([CH3:41])([CH3:40])[C:37]([CH3:43])([CH3:42])[O:36]1.CC(C1C=C(C(C)C)C(C2C=CC=CC=2P(C2CCCCC2)C2CCCCC2)=C(C(C)C)C=1)C.C([O-])(=O)C.[K+]. The catalyst is O1CCOCC1.C(OCC)(=O)C.C1C=CC(/C=C/C(/C=C/C2C=CC=CC=2)=O)=CC=1.C1C=CC(/C=C/C(/C=C/C2C=CC=CC=2)=O)=CC=1.C1C=CC(/C=C/C(/C=C/C2C=CC=CC=2)=O)=CC=1.[Pd].[Pd]. The product is [CH3:42][C:37]1([CH3:43])[C:38]([CH3:41])([CH3:40])[O:39][B:35]([C:2]2[CH:3]=[CH:4][C:5]3[C:34]4[C:10](=[C:11]5[C:31](=[CH:32][CH:33]=4)[C:15]4[N:16]=[C:17]([C@@H:19]6[CH2:23][CH2:22][CH2:21][N:20]6[C:24]([O:26][C:27]([CH3:30])([CH3:29])[CH3:28])=[O:25])[NH:18][C:14]=4[CH:13]=[CH:12]5)[O:9][CH2:8][C:6]=3[CH:7]=2)[O:36]1. The yield is 0.900.